This data is from Forward reaction prediction with 1.9M reactions from USPTO patents (1976-2016). The task is: Predict the product of the given reaction. (1) The product is: [CH:33]1([CH2:32][NH:31][C:26]2[CH:25]=[C:24]([C:13]3[C:14]4[C:19](=[CH:18][CH:17]=[CH:16][CH:15]=4)[N:11]([S:8]([C:5]4[CH:6]=[CH:7][C:2]([CH3:1])=[CH:3][CH:4]=4)(=[O:10])=[O:9])[CH:12]=3)[N:29]=[C:28]([NH2:30])[N:27]=2)[CH2:34][CH2:35]1. Given the reactants [CH3:1][C:2]1[CH:7]=[CH:6][C:5]([S:8]([N:11]2[C:19]3[C:14](=[CH:15][CH:16]=[CH:17][CH:18]=3)[C:13](B(O)O)=[CH:12]2)(=[O:10])=[O:9])=[CH:4][CH:3]=1.Cl[C:24]1[N:29]=[C:28]([NH2:30])[N:27]=[C:26]([NH:31][CH2:32][CH:33]2[CH2:35][CH2:34]2)[CH:25]=1, predict the reaction product. (2) The product is: [C:34]([C:26]1[C:25]([NH:24][C:8]([C:5]2[S:6][CH2:7][CH:3]([C:2]([F:1])([F:12])[F:11])[N:4]=2)=[O:10])=[C:30]([CH3:31])[C:29]([O:32][CH3:33])=[CH:28][CH:27]=1)(=[O:36])[CH3:35]. Given the reactants [F:1][C:2]([F:12])([F:11])[C:3]1[N:4]=[C:5]([C:8]([OH:10])=O)[S:6][CH:7]=1.CN(C=O)C.C(Cl)(=O)C(Cl)=O.[NH2:24][C:25]1[C:30]([CH3:31])=[C:29]([O:32][CH3:33])[CH:28]=[CH:27][C:26]=1[C:34](=[O:36])[CH3:35], predict the reaction product. (3) Given the reactants [NH:1]1[CH:5]=[CH:4][N:3]=[C:2]1[CH2:6][NH:7][CH2:8][C:9]1[CH:28]=[CH:27][CH:26]=[CH:25][C:10]=1C(NCCCCN(CCC)CCC)=O.C([O:34][CH3:35])(OC)OC.[NH:36]1[CH:40]=[CH:39][C:38]([CH:41]=O)=[N:37]1.[C:43]([BH3-])#[N:44].[Na+].[C:47](O)(=O)[CH3:48], predict the reaction product. The product is: [CH2:26]([N:44]([CH2:43][CH2:47][CH3:48])[CH2:25][CH2:10][CH2:9][CH2:8][NH:7][C:35](=[O:34])[C:26]1[CH:25]=[CH:10][C:9]([CH2:8][N:7]([CH2:6][C:2]2[NH:1][CH:5]=[CH:4][N:3]=2)[CH2:41][C:38]2[CH:39]=[CH:40][NH:36][N:37]=2)=[CH:28][CH:27]=1)[CH2:27][CH3:28]. (4) Given the reactants [CH3:1][O:2][C:3]1[CH:4]=[C:5]2[C:10](=[CH:11][C:12]=1[O:13][CH3:14])[N:9]=[CH:8][N:7]=[C:6]2[O:15][C:16]1[CH:22]=[CH:21][C:19]([NH2:20])=[CH:18][CH:17]=1.ClC(Cl)(O[C:27](=[O:33])OC(Cl)(Cl)Cl)Cl.[NH2:35][N:36]1[CH2:41][CH2:40][CH2:39][CH2:38][CH2:37]1.C(=O)(O)[O-].[Na+], predict the reaction product. The product is: [CH3:1][O:2][C:3]1[CH:4]=[C:5]2[C:10](=[CH:11][C:12]=1[O:13][CH3:14])[N:9]=[CH:8][N:7]=[C:6]2[O:15][C:16]1[CH:22]=[CH:21][C:19]([NH:20][C:27]([NH:35][N:36]2[CH2:41][CH2:40][CH2:39][CH2:38][CH2:37]2)=[O:33])=[CH:18][CH:17]=1. (5) Given the reactants [NH2:1][C:2]1[CH:3]=[C:4]([OH:8])[CH:5]=[CH:6][CH:7]=1.[Br:9][C:10]1[C:11]([NH:17][C:18]2[CH:19]=[C:20]([C:24]([O:26][CH3:27])=[O:25])[N:21]([CH3:23])[CH:22]=2)=[N:12][C:13](Cl)=[N:14][CH:15]=1, predict the reaction product. The product is: [Br:9][C:10]1[C:11]([NH:17][C:18]2[CH:19]=[C:20]([C:24]([O:26][CH3:27])=[O:25])[N:21]([CH3:23])[CH:22]=2)=[N:12][C:13]([NH:1][C:2]2[CH:7]=[CH:6][CH:5]=[C:4]([OH:8])[CH:3]=2)=[N:14][CH:15]=1. (6) Given the reactants [Li+].CC([N-]C(C)C)C.[Cl:9][C:10]1[CH:15]=[CH:14][C:13]([O:16][C:17]([F:20])([F:19])[F:18])=[CH:12][N:11]=1.[I:21]I, predict the reaction product. The product is: [Cl:9][C:10]1[CH:15]=[C:14]([I:21])[C:13]([O:16][C:17]([F:18])([F:19])[F:20])=[CH:12][N:11]=1.